Task: Predict the reactants needed to synthesize the given product.. Dataset: Full USPTO retrosynthesis dataset with 1.9M reactions from patents (1976-2016) (1) Given the product [Cl:1][C:2]1[C:3]([CH3:19])=[C:4]([N:8]([S:9]([C:12]2[CH:17]=[CH:16][C:15]([F:18])=[CH:14][CH:13]=2)(=[O:10])=[O:11])[CH2:21][C:22]([NH:24][CH2:25][C:26]2[CH:27]=[CH:28][C:29]([O:32][CH3:33])=[CH:30][CH:31]=2)=[O:23])[CH:5]=[CH:6][CH:7]=1, predict the reactants needed to synthesize it. The reactants are: [Cl:1][C:2]1[C:3]([CH3:19])=[C:4]([NH:8][S:9]([C:12]2[CH:17]=[CH:16][C:15]([F:18])=[CH:14][CH:13]=2)(=[O:11])=[O:10])[CH:5]=[CH:6][CH:7]=1.Br[CH2:21][C:22]([NH:24][CH2:25][C:26]1[CH:31]=[CH:30][C:29]([O:32][CH3:33])=[CH:28][CH:27]=1)=[O:23].C(=O)([O-])[O-].[K+].[K+].C(=O)([O-])O.[Na+]. (2) Given the product [F:1][C:2]1[CH:8]=[C:7]([B:9]2[O:13][C:12]([CH3:15])([CH3:14])[C:11]([CH3:17])([CH3:16])[O:10]2)[CH:6]=[CH:5][C:29]=1[N:27]([CH3:26])[CH3:28], predict the reactants needed to synthesize it. The reactants are: [F:1][C:2]1[CH:8]=[C:7]([B:9]2[O:13][C:12]([CH3:15])([CH3:14])[C:11]([CH3:17])([CH3:16])[O:10]2)[CH:6]=[CH:5]C=1N.C([O-])([O-])=O.[K+].[K+].CI.[CH3:26][N:27]([CH:29]=O)[CH3:28].